This data is from Full USPTO retrosynthesis dataset with 1.9M reactions from patents (1976-2016). The task is: Predict the reactants needed to synthesize the given product. Given the product [CH3:1][C:2]1[N:10]=[CH:9][CH:8]=[CH:7][C:3]=1[C:4]([NH2:12])=[O:5], predict the reactants needed to synthesize it. The reactants are: [CH3:1][C:2]1[N:10]=[CH:9][CH:8]=[CH:7][C:3]=1[C:4](O)=[O:5].C[N:12](C(ON1N=NC2C=CC=NC1=2)=[N+](C)C)C.F[P-](F)(F)(F)(F)F.CCN(C(C)C)C(C)C.